From a dataset of Catalyst prediction with 721,799 reactions and 888 catalyst types from USPTO. Predict which catalyst facilitates the given reaction. Reactant: [CH3:1][O:2][C:3]1[CH:4]=[C:5]([CH:7]=[CH:8][C:9]=1[CH3:10])[NH2:6].[N+]([C:14]1[CH:15]=C(S([O-])(=O)=O)C=C[CH:19]=1)([O-])=O.[Na+].S(O)(C)(=O)=O.OCC(CO)O.[OH-].[Na+]. Product: [CH3:10][C:9]1[CH:8]=[C:7]2[C:5](=[CH:4][C:3]=1[O:2][CH3:1])[N:6]=[CH:15][CH:14]=[CH:19]2. The catalyst class is: 12.